Predict the reaction yield, written as a fraction of the theoretical maximum amount of product (1.0 means a 100% yield; for example, 0.34 means a 34% yield). From a dataset of Reaction yield outcomes from USPTO patents with 853,638 reactions. (1) The reactants are [CH3:1][C:2](=[CH2:6])[C:3]([OH:5])=[O:4].C1(O)C=CC(O)=CC=1.[S:15]1[C:19]2[CH:20]=[C:21]([NH2:24])[CH:22]=[CH:23][C:18]=2[N:17]=[CH:16]1.CO. The catalyst is C1(C)C=CC=CC=1.C(Cl)(Cl)Cl. The product is [S:15]1[C:19]2[CH:20]=[C:21]([NH:24][CH2:6][CH:2]([CH3:1])[C:3]([OH:5])=[O:4])[CH:22]=[CH:23][C:18]=2[N:17]=[CH:16]1. The yield is 0.269. (2) The catalyst is CN(C=O)C.ClCCl. The yield is 0.490. The product is [O:7]=[C:4]1[CH:5]=[CH:6][C:2](=[O:1])[N:3]1[CH2:8][CH2:9][O:10][CH2:11][CH2:12][O:13][CH2:14][CH2:15][O:16][CH2:17][CH2:18][O:19][CH2:20][CH2:21][O:22][CH2:23][CH2:24][O:25][CH2:26][CH2:27][C:28]([NH:64][C@H:65]([C:69]([NH:71][C@H:72]([C:80]([NH:82][C:83]1[CH:88]=[CH:87][C:86]([CH2:89][OH:90])=[CH:85][CH:84]=1)=[O:81])[CH2:73][CH2:74][CH2:75][NH:76][C:77](=[O:79])[NH2:78])=[O:70])[CH:66]([CH3:68])[CH3:67])=[O:30]. The reactants are [O:1]=[C:2]1[CH:6]=[CH:5][C:4](=[O:7])[N:3]1[CH2:8][CH2:9][O:10][CH2:11][CH2:12][O:13][CH2:14][CH2:15][O:16][CH2:17][CH2:18][O:19][CH2:20][CH2:21][O:22][CH2:23][CH2:24][O:25][CH2:26][CH2:27][C:28]([OH:30])=O.CN(C(ON1N=NC2C=CC=NC1=2)=[N+](C)C)C.F[P-](F)(F)(F)(F)F.CCN(C(C)C)C(C)C.[NH2:64][C@H:65]([C:69]([NH:71][C@H:72]([C:80]([NH:82][C:83]1[CH:88]=[CH:87][C:86]([CH2:89][OH:90])=[CH:85][CH:84]=1)=[O:81])[CH2:73][CH2:74][CH2:75][NH:76][C:77](=[O:79])[NH2:78])=[O:70])[CH:66]([CH3:68])[CH3:67]. (3) The reactants are [CH2:1]([O:8][C:9]1[CH:28]=[CH:27][C:12]([CH2:13][NH:14][C:15]([C:17]2[CH:18]=[C:19]3[C:24](=[CH:25][CH:26]=2)[N:23]=[CH:22][CH:21]=[CH:20]3)=S)=[CH:11][CH:10]=1)[C:2]1[CH:7]=[CH:6][CH:5]=[CH:4][CH:3]=1.BrCC1C=CC2C(=CC=CC=2)C=1.Cl.[O:42]([NH2:44])[CH3:43].[OH-].[Na+]. The catalyst is C(#N)C.O.FC(F)(F)C(O)=O.CN1CCCC1=O.C(#N)C. The product is [CH2:1]([O:8][C:9]1[CH:28]=[CH:27][C:12]([CH2:13][NH:14][C:15]([C:17]2[CH:18]=[C:19]3[C:24](=[CH:25][CH:26]=2)[N:23]=[CH:22][CH:21]=[CH:20]3)=[N:44][O:42][CH3:43])=[CH:11][CH:10]=1)[C:2]1[CH:7]=[CH:6][CH:5]=[CH:4][CH:3]=1. The yield is 0.0640. (4) The reactants are [Br:1][C:2]1[N:7]=[CH:6][C:5]([N:8]2[CH2:15][C@@H:14]3[C@@H:10]([NH:11][CH2:12][CH2:13]3)[CH2:9]2)=[CH:4][C:3]=1[CH2:16][O:17][CH3:18].[C:19]([OH:26])(=[O:25])/[CH:20]=[CH:21]/[C:22]([OH:24])=[O:23]. No catalyst specified. The product is [C:19]([OH:26])(=[O:25])/[CH:20]=[CH:21]/[C:22]([OH:24])=[O:23].[Br:1][C:2]1[N:7]=[CH:6][C:5]([N:8]2[CH2:15][C@@H:14]3[C@@H:10]([NH:11][CH2:12][CH2:13]3)[CH2:9]2)=[CH:4][C:3]=1[CH2:16][O:17][CH3:18]. The yield is 0.780. (5) The reactants are Br[C:2]1[C:7]([N+]([O-])=O)=[CH:6][CH:5]=[C:4]([Br:11])[C:3]=1[OH:12].C[Si]([C:17]#[C:18][C:19]1([OH:27])[CH:24]2[CH2:25][CH2:26][N:21]([CH2:22][CH2:23]2)[CH2:20]1)(C)C. The catalyst is N1C=CC=CC=1. The product is [Br:11][C:4]1[C:3]2[O:12][C:18]([C:19]3([OH:27])[CH:24]4[CH2:25][CH2:26][N:21]([CH2:22][CH2:23]4)[CH2:20]3)=[CH:17][C:2]=2[CH:7]=[CH:6][CH:5]=1. The yield is 0.290. (6) The reactants are [CH:1]1([CH:7]([NH:19][C:20]2[CH:28]=[CH:27][C:23](C(O)=O)=[CH:22][CH:21]=2)[C:8]2[O:9][C:10]3[CH:17]=[CH:16][C:15]([F:18])=[CH:14][C:11]=3[C:12]=2[CH3:13])[CH2:6][CH2:5][CH2:4][CH2:3][CH2:2]1.CNC[CH2:32][C:33]([O:35][CH2:36][CH3:37])=[O:34].O.ON1C2C=CC=CC=2N=N1.Cl.C(N=C=NCCCN(C)C)C.Cl.[CH3:62][N:63]([CH3:66])[CH:64]=[O:65]. The catalyst is C(N(CC)CC)C. The product is [CH:1]1([CH:7]([NH:19][C:20]2[CH:28]=[CH:27][C:23]([C:64]([N:63]([CH3:66])[CH2:62][CH2:32][C:33]([O:35][CH2:36][CH3:37])=[O:34])=[O:65])=[CH:22][CH:21]=2)[C:8]2[O:9][C:10]3[CH:17]=[CH:16][C:15]([F:18])=[CH:14][C:11]=3[C:12]=2[CH3:13])[CH2:2][CH2:3][CH2:4][CH2:5][CH2:6]1. The yield is 0.410. (7) The reactants are [C:1]([NH:4][C:5]1[C:6](=[O:17])[N:7]([C@@H:11]([CH2:15][CH3:16])[C:12]([OH:14])=O)[CH:8]=[CH:9][CH:10]=1)(=[O:3])[CH3:2].[C:18]([O:22][C:23](=[O:41])[CH2:24][CH:25]([NH2:40])[CH:26]([OH:39])[CH2:27][O:28][C:29]1[C:34]([F:35])=[C:33]([F:36])[CH:32]=[C:31]([F:37])[C:30]=1[F:38])([CH3:21])([CH3:20])[CH3:19].C1C=CC2N(O)N=NC=2C=1.C(Cl)CCl. The catalyst is CN(C1C=CN=CC=1)C.C1COCC1. The product is [C:18]([O:22][C:23](=[O:41])[CH2:24][C@H:25]([NH:40][C:12](=[O:14])[CH:11]([N:7]1[CH:8]=[CH:9][CH:10]=[C:5]([NH:4][C:1](=[O:3])[CH3:2])[C:6]1=[O:17])[CH2:15][CH3:16])[C@H:26]([OH:39])[CH2:27][O:28][C:29]1[C:30]([F:38])=[C:31]([F:37])[CH:32]=[C:33]([F:36])[C:34]=1[F:35])([CH3:21])([CH3:19])[CH3:20]. The yield is 0.920.